Dataset: Peptide-MHC class I binding affinity with 185,985 pairs from IEDB/IMGT. Task: Regression. Given a peptide amino acid sequence and an MHC pseudo amino acid sequence, predict their binding affinity value. This is MHC class I binding data. (1) The MHC is HLA-A31:01 with pseudo-sequence HLA-A31:01. The peptide sequence is FRISGRGGK. The binding affinity (normalized) is 0.0847. (2) The peptide sequence is TTIFFRADK. The MHC is HLA-A30:01 with pseudo-sequence HLA-A30:01. The binding affinity (normalized) is 0.750.